From a dataset of Reaction yield outcomes from USPTO patents with 853,638 reactions. Predict the reaction yield, written as a fraction of the theoretical maximum amount of product (1.0 means a 100% yield; for example, 0.34 means a 34% yield). The reactants are C1COCC1.C[O:7][C:8]1[C:25]2[C:24]3[C:19](=[CH:20][C:21]([O:37][CH2:38][CH2:39][CH2:40][CH2:41][CH2:42][CH2:43][CH2:44][CH2:45][CH2:46][CH3:47])=[C:22]([O:26][CH2:27][CH2:28][CH2:29][CH2:30][CH2:31][CH2:32][CH2:33][CH2:34][CH2:35][CH3:36])[CH:23]=3)[C:18]3[C:13](=[CH:14][C:15]([O:59][CH2:60][CH2:61][CH2:62][CH2:63][CH2:64][CH2:65][CH2:66][CH2:67][CH2:68][CH3:69])=[C:16]([O:48][CH2:49][CH2:50][CH2:51][CH2:52][CH2:53][CH2:54][CH2:55][CH2:56][CH2:57][CH3:58])[CH:17]=3)[C:12]=2[C:11]([O:70]C)=[CH:10][CH:9]=1. The catalyst is CCOCC. The product is [CH2:27]([O:26][C:22]1[CH:23]=[C:24]2[C:19](=[CH:20][C:21]=1[O:37][CH2:38][CH2:39][CH2:40][CH2:41][CH2:42][CH2:43][CH2:44][CH2:45][CH2:46][CH3:47])[C:18]1[C:13](=[CH:14][C:15]([O:59][CH2:60][CH2:61][CH2:62][CH2:63][CH2:64][CH2:65][CH2:66][CH2:67][CH2:68][CH3:69])=[C:16]([O:48][CH2:49][CH2:50][CH2:51][CH2:52][CH2:53][CH2:54][CH2:55][CH2:56][CH2:57][CH3:58])[CH:17]=1)[C:12]1[C:11](=[O:70])[CH:10]=[CH:9][C:8](=[O:7])[C:25]2=1)[CH2:28][CH2:29][CH2:30][CH2:31][CH2:32][CH2:33][CH2:34][CH2:35][CH3:36]. The yield is 0.800.